From a dataset of Reaction yield outcomes from USPTO patents with 853,638 reactions. Predict the reaction yield, written as a fraction of the theoretical maximum amount of product (1.0 means a 100% yield; for example, 0.34 means a 34% yield). (1) The reactants are [NH2:1][C:2]1[N:3]=[CH:4][C:5]([CH:12]2[CH2:16][N:15]([CH:17]3[CH2:22][CH2:21][N:20]([C:23](=[O:25])[CH3:24])[CH2:19][CH2:18]3)[N:14]=[CH:13]2)=[C:6]2[CH:10]=[C:9](Cl)[O:8][C:7]=12.CC1(C)C(C)(C)OB([C:34]2[C:42]3[C:37](=[CH:38][C:39]([C:43]#[N:44])=[CH:40][CH:41]=3)[NH:36][CH:35]=2)O1. No catalyst specified. The product is [C:23]([N:20]1[CH2:21][CH2:22][CH:17]([N:15]2[CH:16]=[C:12]([C:5]3[CH:4]=[N:3][C:2]([NH2:1])=[C:7]4[O:8][C:9]([C:34]5[C:42]6[C:37](=[CH:38][C:39]([C:43]#[N:44])=[CH:40][CH:41]=6)[NH:36][CH:35]=5)=[CH:10][C:6]=34)[CH:13]=[N:14]2)[CH2:18][CH2:19]1)(=[O:25])[CH3:24]. The yield is 0.600. (2) The reactants are [CH2:1]([O:3][C:4]([C:6]1[C:10]([N+:11]([O-:13])=[O:12])=[CH:9][NH:8][N:7]=1)=[O:5])[CH3:2].[F:14][C:15]([F:20])([F:19])[CH2:16][CH2:17]I. No catalyst specified. The product is [CH2:1]([O:3][C:4]([C:6]1[N:7]([CH2:17][CH2:16][C:15]([F:20])([F:19])[F:14])[N:8]=[CH:9][C:10]=1[N+:11]([O-:13])=[O:12])=[O:5])[CH3:2]. The yield is 0.310. (3) The catalyst is CCO.C([O-])(O)=O.[Na+]. The yield is 0.350. The product is [NH:24]1[C:25]2[C:21](=[C:20]([NH:19][C:2]3[CH:7]=[CH:6][N:5]=[CH:4][C:3]=3[C:8]3[N:13]=[C:12]([CH3:14])[N:11]=[C:10]([NH:15][C:16](=[O:18])[CH3:17])[CH:9]=3)[CH:28]=[CH:27][CH:26]=2)[CH:22]=[CH:23]1.[NH2:15][C:10]1[N:11]=[C:12]([CH3:14])[N:13]=[C:8]([C:3]2[CH:4]=[N:5][CH:6]=[CH:7][C:2]=2[NH:19][C:20]2[C:21]3[CH:22]=[CH:23][NH:24][C:25]=3[CH:26]=[CH:27][CH:28]=2)[CH:9]=1. The reactants are Cl[C:2]1[CH:7]=[CH:6][N:5]=[CH:4][C:3]=1[C:8]1[N:13]=[C:12]([CH3:14])[N:11]=[C:10]([NH:15][C:16](=[O:18])[CH3:17])[CH:9]=1.[NH2:19][C:20]1[CH:28]=[CH:27][CH:26]=[C:25]2[C:21]=1[CH:22]=[CH:23][NH:24]2. (4) The reactants are [NH2:1][C:2]1[CH:7]=[CH:6][C:5]([OH:8])=[CH:4][CH:3]=1.[CH3:9][C:10]([CH3:13])([O-])C.[K+].I[C:16]1[CH:17]=[CH:18][C:19]2[N:20]([CH:22]=[C:23](C3(C(N)=O)CC3)[N:24]=2)[N:21]=1.C(=O)([O-])[O-].[K+].[K+].C[N:38](C)[CH:39]=[O:40]. The catalyst is [Cl-].[Na+].O. The product is [NH2:1][C:2]1[CH:7]=[CH:6][C:5]([O:8][C:16]2[CH:17]=[CH:18][C:19]3[N:20]([CH:22]=[C:23]([NH:38][C:39]([CH:13]4[CH2:10][CH2:9]4)=[O:40])[N:24]=3)[N:21]=2)=[CH:4][CH:3]=1. The yield is 0.500. (5) The reactants are C(=O)([O-])[O-].[K+].[K+].C[Si](C)(C)[C:9]#[C:10][C:11]1[CH:16]=[CH:15][CH:14]=[C:13]([O:17][C:18]([F:21])([F:20])[F:19])[CH:12]=1.Cl. The catalyst is C(O)C. The product is [C:10]([C:11]1[CH:16]=[CH:15][CH:14]=[C:13]([O:17][C:18]([F:19])([F:20])[F:21])[CH:12]=1)#[CH:9]. The yield is 0.830. (6) The reactants are [I:1][C:2]1[C:3]2[C:4](=[CH:8][NH:9][N:10]=2)[N:5]=[CH:6][CH:7]=1.Br[CH2:12][CH2:13][O:14][CH3:15].C(=O)([O-])[O-].[Cs+].[Cs+]. The catalyst is CN(C=O)C.O.C(#N)C.O. The product is [I:1][C:2]1[C:3]2[C:4](=[CH:8][N:9]([CH2:12][CH2:13][O:14][CH3:15])[N:10]=2)[N:5]=[CH:6][CH:7]=1.[I:1][C:2]1[CH:7]=[CH:6][N:5]=[C:4]2[CH:8]=[N:9][N:10]([CH2:12][CH2:13][O:14][CH3:15])[C:3]=12. The yield is 0.242. (7) The reactants are [C:9](O[C:9]([O:11][C:12]([CH3:15])([CH3:14])[CH3:13])=[O:10])([O:11][C:12]([CH3:15])([CH3:14])[CH3:13])=[O:10].C(N(CC)CC)C.Cl.[NH2:24][C@@H:25]([CH2:30][C:31]1[CH:36]=[CH:35][CH:34]=[CH:33][CH:32]=1)[C:26](=[O:29])[CH2:27][Cl:28]. The catalyst is C1(C)C=CC=CC=1. The product is [C:12]([O:11][C:9]([NH:24][C@@H:25]([CH2:30][C:31]1[CH:36]=[CH:35][CH:34]=[CH:33][CH:32]=1)[C:26](=[O:29])[CH2:27][Cl:28])=[O:10])([CH3:13])([CH3:14])[CH3:15]. The yield is 0.810.